From a dataset of Experimentally validated miRNA-target interactions with 360,000+ pairs, plus equal number of negative samples. Binary Classification. Given a miRNA mature sequence and a target amino acid sequence, predict their likelihood of interaction. (1) The miRNA is hsa-miR-6823-5p with sequence UCAGGGUUGGUAGGGGUUGCU. The protein sequence of the target gene is MGFRKFSPFLALSILVLYQAGSLQAAPFRSALESSPDPATLSKEDARLLLAALVQDYVQMKASELKQEQETQGSSSAAQKRACNTATCVTHRLAGLLSRSGGMVKSNFVPTNVGSKAFGRRRRDLQA. Result: 0 (no interaction). (2) The miRNA is hsa-miR-196a-3p with sequence CGGCAACAAGAAACUGCCUGAG. The protein sequence of the target gene is MNSTGHLQDAPNATSLHVPHSQEGNSTSLQEGLQDLIHTATLVTCTFLLAVIFCLGSYGNFIVFLSFFDPAFRKFRTNFDFMILNLSFCDLFICGVTAPMFTFVLFFSSASSIPDAFCFTFHLTSSGFIIMSLKTVAVIALHRLRMVLGKQPNRTASFPCTVLLTLLLWATSFTLATLATLKTSKSHLCLPMSSLIAGKGKAILSLYVVDFTFCVAVVSVSYIMIAQTLRKNAQVRKCPPVITVDASRPQPFMGVPVQGGGDPIQCAMPALYRNQNYNKLQHVQTRGYTKSPNQLVTPAA.... Result: 1 (interaction). (3) The miRNA is rno-miR-155-5p with sequence UUAAUGCUAAUUGUGAUAGGGGU. The protein sequence of the target gene is MPPPSPDSENGFYPGLPSSMNPAFFPSFSPVSPHGCTGLSVPTSGGGGGGFGGPFSATAVPPPPPPAMNIPQQQPPPPAAPQQPQSRRSPVSPQLQQQHQAAAAAFLQQRNSYNHHQPLLKQSPWSNHQSSGWGTGSMSWGAMHGRDHRRTGNMGIPGTMNQISPLKKPFSGNVIAPPKFTRSTPSLTPKSWIEDNVFRTDNNSNTLLPLQVRSSLQLPAWGSDSLQDSWCTAAGTSRIDQDRSRMYDSLNMHSLENSLIDIMRAEHDPLKGRLSYPHPGTDNLLMLNGRSSLFPIDDGL.... Result: 0 (no interaction). (4) The miRNA is mmu-miR-546 with sequence AUGGUGGCACGGAGUC. The protein sequence of the target gene is MLSSIKCVLVGDSAVGKTSLLVRFTSETFPEAYKPTVYENTGVDVFMDGIQISLGLWDTAGNDAFRSIRPLSYQQADVVLMCYSVANHNSFLNLKNKWISEIRSNLPCTPVLVVATQTDQREVGPHRASCINAIEGKRLAQDVRAKGYLECSALSNRGVQQVFECAVRTAVNQARRRNRRKLFSINECKIF. Result: 1 (interaction). (5) The miRNA is hsa-miR-1288-5p with sequence GCAGAUCAGGACUGUAACUCACC. The protein sequence of the target gene is MDQPAGGTGKLRASAGEDDSMELSTCQELLHRLRELEAENSALAQANENQRETYERCLDEVANHVVQALLNQKDLREECIKLKKRVFDLERQNQVLSALLQQKLQLTANSLPQIPLTPLQPPSERPTSPAPNVSEGPATSLPSGLCAGQREVCWEQQLRPGGPGPPATPPPALDALSPFLRKKAQILEVLRALEETDPLLLCSPATPWRPTGQGPGSPEPINGEPCGPPQPEPSPWAPYLLLGPGSLGALLHWERVLGGPGEEEGIRQPWASSRAPPSAQGPSSGPHCAPGSSSSSSSDE.... Result: 0 (no interaction). (6) The miRNA is hsa-miR-4318 with sequence CACUGUGGGUACAUGCU. The protein sequence of the target gene is MPHFTVVPVDGPRRGDYDNLEGLSWVDYGERAELDDSDGHGNHRESSPFLSPLEASRGIDYYDRNLALFEEELDIRPKVSSLLGKLVSYTNLTQGAKEHEEAESGEGTRRRAAEAPSMGTLMGVYLPCLQNIFGVILFLRLTWMVGTAGVLQALLIVLICCCCTLLTAISMSAIATNGVVPAGGSYFMISRSLGPEFGGAVGLCFYLGTTFAAAMYILGAIEILLTYIAPPAAIFYPSGAHDTSNATLNNMRVYGTIFLTFMTLVVFVGVKYVNKFASLFLACVIISILSIYAGGIKSIF.... Result: 0 (no interaction).